This data is from NCI-60 drug combinations with 297,098 pairs across 59 cell lines. The task is: Regression. Given two drug SMILES strings and cell line genomic features, predict the synergy score measuring deviation from expected non-interaction effect. (1) Drug 1: CCC(=C(C1=CC=CC=C1)C2=CC=C(C=C2)OCCN(C)C)C3=CC=CC=C3.C(C(=O)O)C(CC(=O)O)(C(=O)O)O. Drug 2: CN1C(=O)N2C=NC(=C2N=N1)C(=O)N. Cell line: HOP-62. Synergy scores: CSS=-3.08, Synergy_ZIP=5.77, Synergy_Bliss=0.986, Synergy_Loewe=-1.34, Synergy_HSA=-7.73. (2) Drug 1: COC1=C(C=C2C(=C1)N=CN=C2NC3=CC(=C(C=C3)F)Cl)OCCCN4CCOCC4. Drug 2: C1CN1P(=S)(N2CC2)N3CC3. Cell line: SK-MEL-2. Synergy scores: CSS=20.7, Synergy_ZIP=-7.16, Synergy_Bliss=-1.63, Synergy_Loewe=-7.04, Synergy_HSA=-1.13. (3) Drug 1: C1CN1C2=NC(=NC(=N2)N3CC3)N4CC4. Drug 2: C1=CC(=C2C(=C1NCCNCCO)C(=O)C3=C(C=CC(=C3C2=O)O)O)NCCNCCO. Cell line: OVCAR-4. Synergy scores: CSS=16.8, Synergy_ZIP=-9.27, Synergy_Bliss=-2.92, Synergy_Loewe=-0.211, Synergy_HSA=1.06. (4) Drug 1: CC1=C(C=C(C=C1)NC2=NC=CC(=N2)N(C)C3=CC4=NN(C(=C4C=C3)C)C)S(=O)(=O)N.Cl. Drug 2: CC1=C(C=C(C=C1)NC(=O)C2=CC=C(C=C2)CN3CCN(CC3)C)NC4=NC=CC(=N4)C5=CN=CC=C5. Cell line: NCI-H226. Synergy scores: CSS=3.02, Synergy_ZIP=-2.07, Synergy_Bliss=-1.72, Synergy_Loewe=-5.10, Synergy_HSA=-3.05. (5) Drug 1: C1CCC(CC1)NC(=O)N(CCCl)N=O. Synergy scores: CSS=27.1, Synergy_ZIP=-5.34, Synergy_Bliss=0.663, Synergy_Loewe=0.252, Synergy_HSA=1.70. Drug 2: C1=CC(=CC=C1C#N)C(C2=CC=C(C=C2)C#N)N3C=NC=N3. Cell line: 786-0. (6) Drug 1: CC1OCC2C(O1)C(C(C(O2)OC3C4COC(=O)C4C(C5=CC6=C(C=C35)OCO6)C7=CC(=C(C(=C7)OC)O)OC)O)O. Drug 2: N.N.Cl[Pt+2]Cl. Cell line: MDA-MB-435. Synergy scores: CSS=20.9, Synergy_ZIP=0.719, Synergy_Bliss=10.4, Synergy_Loewe=-0.774, Synergy_HSA=5.81. (7) Drug 1: CN1CCC(CC1)COC2=C(C=C3C(=C2)N=CN=C3NC4=C(C=C(C=C4)Br)F)OC. Drug 2: COCCOC1=C(C=C2C(=C1)C(=NC=N2)NC3=CC=CC(=C3)C#C)OCCOC.Cl. Cell line: EKVX. Synergy scores: CSS=19.0, Synergy_ZIP=-6.03, Synergy_Bliss=-3.40, Synergy_Loewe=-5.73, Synergy_HSA=-0.104.